This data is from Full USPTO retrosynthesis dataset with 1.9M reactions from patents (1976-2016). The task is: Predict the reactants needed to synthesize the given product. (1) Given the product [Cl:1][C:2]1[N:3]=[C:4]([Cl:11])[C:5]2[N:10]([CH2:15][C@H:16]3[CH2:21][CH2:20][C@H:19]([CH3:22])[CH2:18][CH2:17]3)[CH:9]=[CH:8][C:6]=2[N:7]=1, predict the reactants needed to synthesize it. The reactants are: [Cl:1][C:2]1[N:3]=[C:4]([Cl:11])[C:5]2[NH:10][CH:9]=[CH:8][C:6]=2[N:7]=1.[H-].[Na+].Br[CH2:15][C@H:16]1[CH2:21][CH2:20][C@H:19]([CH3:22])[CH2:18][CH2:17]1. (2) Given the product [CH3:45][O:44][C:37]1[CH:38]=[C:39]([O:42][CH3:43])[CH:40]=[CH:41][C:36]=1[CH2:35][NH:34][C:30]1[C:29]2[N:28]([C:27]([C@@H:46]3[CH2:54][CH2:53][C@@H:52]4[N:48]([C:49](=[O:55])[CH2:50][CH2:51]4)[CH2:47]3)=[N:26][C:25]=2[C:3]2[CH:4]=[CH:5][C:6]([C:8]([NH:9][C:10]3[CH:15]=[C:14]([C:16]([F:19])([F:18])[F:17])[CH:13]=[CH:12][N:11]=3)=[O:20])=[CH:7][C:2]=2[OH:1])[CH:33]=[CH:32][N:31]=1, predict the reactants needed to synthesize it. The reactants are: [OH:1][C:2]1[CH:7]=[C:6]([C:8](=[O:20])[NH:9][C:10]2[CH:15]=[C:14]([C:16]([F:19])([F:18])[F:17])[CH:13]=[CH:12][N:11]=2)[CH:5]=[CH:4][C:3]=1B(O)O.Br[C:25]1[N:26]=[C:27]([C@@H:46]2[CH2:54][CH2:53][C@@H:52]3[N:48]([C:49](=[O:55])[CH2:50][CH2:51]3)[CH2:47]2)[N:28]2[CH:33]=[CH:32][N:31]=[C:30]([NH:34][CH2:35][C:36]3[CH:41]=[CH:40][C:39]([O:42][CH3:43])=[CH:38][C:37]=3[O:44][CH3:45])[C:29]=12.P([O-])([O-])([O-])=O.[K+].[K+].[K+].O1CCOCC1. (3) Given the product [O:1]1[C:5]2[CH:6]=[CH:7][C:8]([C:10]3[C:12]4[C:13](=[CH:17][C:18]([O:21][CH3:22])=[CH:19][CH:20]=4)[C:14](=[O:15])[NH:25][N:24]=3)=[CH:9][C:4]=2[O:3][CH2:2]1, predict the reactants needed to synthesize it. The reactants are: [O:1]1[C:5]2[CH:6]=[CH:7][C:8]([C:10]([C:12]3[CH:20]=[CH:19][C:18]([O:21][CH3:22])=[CH:17][C:13]=3[C:14](O)=[O:15])=O)=[CH:9][C:4]=2[O:3][CH2:2]1.O.[NH2:24][NH2:25]. (4) Given the product [CH3:14][O:15][C:16]1[CH:17]=[C:18]([C:24]2[CH2:25][CH2:26][C:27](=[O:36])[N:28]([CH:30]3[CH2:31][CH2:32][N:33]([C:4]([C:3]4[C:2]([Cl:1])=[CH:10][C:9]([Cl:11])=[CH:8][C:7]=4[Cl:12])=[O:5])[CH2:34][CH2:35]3)[N:29]=2)[CH:19]=[CH:20][C:21]=1[O:22][CH3:23], predict the reactants needed to synthesize it. The reactants are: [Cl:1][C:2]1[CH:10]=[C:9]([Cl:11])[CH:8]=[C:7]([Cl:12])[C:3]=1[C:4](Cl)=[O:5].Cl.[CH3:14][O:15][C:16]1[CH:17]=[C:18]([C:24]2[CH:25](C)[CH2:26][C:27](=[O:36])[N:28]([CH:30]3[CH2:35][CH2:34][NH:33][CH2:32][CH2:31]3)[N:29]=2)[CH:19]=[CH:20][C:21]=1[O:22][CH3:23].C(N1CCC(N2C(=O)CC(C)C(C3C=CC(OC)=C(OC)C=3)=N2)CC1)(=O)C. (5) Given the product [F:1][C:2]1[C:7]([O:8][CH3:9])=[CH:6][C:5]([O:10][CH3:11])=[C:4]([F:12])[C:3]=1[N:13]1[CH2:22][C:21]2[CH:20]=[N:19][C:18]3[N:23]([CH2:26][O:27][CH2:28][CH2:29][Si:30]([CH3:32])([CH3:33])[CH3:31])[CH:24]=[CH:25][C:17]=3[C:16]=2[C:15]([CH3:41])([CH3:14])[C:35]1=[O:38], predict the reactants needed to synthesize it. The reactants are: [F:1][C:2]1[C:7]([O:8][CH3:9])=[CH:6][C:5]([O:10][CH3:11])=[C:4]([F:12])[C:3]=1[N:13]1[CH2:22][C:21]2[CH:20]=[N:19][C:18]3[N:23]([CH2:26][O:27][CH2:28][CH2:29][Si:30]([CH3:33])([CH3:32])[CH3:31])[CH:24]=[CH:25][C:17]=3[C:16]=2[CH2:15][C:14]1=O.[C:35](=[O:38])([O-])[O-].[Cs+].[Cs+].[CH3:41]I.